From a dataset of Forward reaction prediction with 1.9M reactions from USPTO patents (1976-2016). Predict the product of the given reaction. Given the reactants ClC(OC(C)C)=O.[Cl:8][C:9]1[CH:17]=[CH:16][C:15]([C:18]#[CH:19])=[CH:14][C:10]=1[C:11](O)=[O:12].CC[N:22](C(C)C)C(C)C.N, predict the reaction product. The product is: [Cl:8][C:9]1[CH:17]=[CH:16][C:15]([C:18]#[CH:19])=[CH:14][C:10]=1[C:11]([NH2:22])=[O:12].